The task is: Predict the product of the given reaction.. This data is from Forward reaction prediction with 1.9M reactions from USPTO patents (1976-2016). (1) Given the reactants C(Cl)(=O)C(Cl)=O.[OH:7][CH2:8][C@:9]12[CH2:35][CH2:34][C@@H:33]([C:36]([CH3:38])=[CH2:37])[C@@H:10]1[CH:11]1[C@@:24]([CH3:27])([CH2:25][CH2:26]2)[C@@:23]2([CH3:28])[C@@H:14]([C@:15]3([CH3:32])[C@@H:20]([CH2:21][CH2:22]2)[C:19]([CH3:30])([CH3:29])[C@@H:18]([OH:31])[CH2:17][CH2:16]3)[CH2:13][CH2:12]1.C(N(CC)CC)C, predict the reaction product. The product is: [CH3:27][C@:24]12[C@@:23]3([CH3:28])[C@@H:14]([C@:15]4([CH3:32])[C@@H:20]([CH2:21][CH2:22]3)[C:19]([CH3:29])([CH3:30])[C:18](=[O:31])[CH2:17][CH2:16]4)[CH2:13][CH2:12][CH:11]1[C@H:10]1[C@H:33]([C:36]([CH3:38])=[CH2:37])[CH2:34][CH2:35][C@:9]1([CH:8]=[O:7])[CH2:26][CH2:25]2. (2) Given the reactants C([N:4]1[C:12]2[C:7](=[CH:8][C:9]([N+:13]([O-:15])=[O:14])=[CH:10][CH:11]=2)[C:6](=[C:16](OCC)[C:17]2[CH:22]=[CH:21][CH:20]=[CH:19][CH:18]=2)[C:5]1=[O:26])(=O)C.[N:27]1([CH2:33][CH2:34][C:35]2[CH:41]=[CH:40][C:38]([NH2:39])=[CH:37][CH:36]=2)[CH2:32][CH2:31][CH2:30][CH2:29][CH2:28]1.[OH-].[Na+], predict the reaction product. The product is: [N:27]1([CH2:33][CH2:34][C:35]2[CH:36]=[CH:37][C:38]([NH:39]/[C:16](=[C:6]3\[C:5](=[O:26])[NH:4][C:12]4[C:7]\3=[CH:8][C:9]([N+:13]([O-:15])=[O:14])=[CH:10][CH:11]=4)/[C:17]3[CH:18]=[CH:19][CH:20]=[CH:21][CH:22]=3)=[CH:40][CH:41]=2)[CH2:28][CH2:29][CH2:30][CH2:31][CH2:32]1.